From a dataset of Full USPTO retrosynthesis dataset with 1.9M reactions from patents (1976-2016). Predict the reactants needed to synthesize the given product. (1) Given the product [CH:1]1([C:4]2[CH:5]=[C:6]([CH2:7][OH:8])[CH:11]=[C:12]([CH:19]3[CH2:21][CH2:20]3)[C:13]=2[O:14][C:15]([F:17])([F:18])[F:16])[CH2:3][CH2:2]1, predict the reactants needed to synthesize it. The reactants are: [CH:1]1([C:4]2[CH:5]=[C:6]([CH:11]=[C:12]([CH:19]3[CH2:21][CH2:20]3)[C:13]=2[O:14][C:15]([F:18])([F:17])[F:16])[C:7](OC)=[O:8])[CH2:3][CH2:2]1.CC(C[AlH]CC(C)C)C.C1(C)C=CC=CC=1. (2) The reactants are: [CH:1]1[C:14]2[C:5](=[N:6][C:7]3[C:12]([C:13]=2[NH:15][CH:16]([CH2:25]C)[CH2:17][CH2:18][CH2:19][N:20]([CH2:23]C)[CH2:21]C)=[CH:11][CH:10]=[CH:9][CH:8]=3)[CH:4]=[CH:3][CH:2]=1.ClC1C2C(N=C3C=1C=CC=C3)=CC=CC=2.Cl.Cl.CN(C)CCCC(N)C.C1(O)C=CC=CC=1.C(N(CC)CC)C. Given the product [CH:11]1[C:12]2[C:7](=[N:6][C:5]3[C:14]([C:13]=2[NH:15][CH:16]([CH3:25])[CH2:17][CH2:18][CH2:19][N:20]([CH3:23])[CH3:21])=[CH:1][CH:2]=[CH:3][CH:4]=3)[CH:8]=[CH:9][CH:10]=1, predict the reactants needed to synthesize it. (3) Given the product [C:1]([C:4]1[S:8][C:7]2[CH:9]=[CH:10][CH:11]=[C:12]([C:13]3[CH:18]=[C:17]([CH3:19])[CH:16]=[C:15]([C:20]([CH3:23])([CH3:22])[CH3:21])[C:14]=3[O:24][CH2:27][C:26]([F:30])([F:29])[F:25])[C:6]=2[CH:5]=1)(=[O:3])[CH3:2], predict the reactants needed to synthesize it. The reactants are: [C:1]([C:4]1[S:8][C:7]2[CH:9]=[CH:10][CH:11]=[C:12]([C:13]3[CH:18]=[C:17]([CH3:19])[CH:16]=[C:15]([C:20]([CH3:23])([CH3:22])[CH3:21])[C:14]=3[OH:24])[C:6]=2[CH:5]=1)(=[O:3])[CH3:2].[F:25][C:26]([F:30])([F:29])[CH2:27]Br.C([O-])([O-])=O.[Cs+].[Cs+].C(OCC)(=O)C.CCCCCC.